Task: Regression. Given a peptide amino acid sequence and an MHC pseudo amino acid sequence, predict their binding affinity value. This is MHC class II binding data.. Dataset: Peptide-MHC class II binding affinity with 134,281 pairs from IEDB (1) The peptide sequence is RMLEPTRVVNWEVII. The MHC is DRB1_0801 with pseudo-sequence DRB1_0801. The binding affinity (normalized) is 0.352. (2) The peptide sequence is FLHSEEGSRAYRNAL. The MHC is DRB1_0801 with pseudo-sequence DRB1_0801. The binding affinity (normalized) is 0.313. (3) The peptide sequence is AAATAGSTVYGAFAA. The MHC is HLA-DPA10103-DPB10601 with pseudo-sequence HLA-DPA10103-DPB10601. The binding affinity (normalized) is 0. (4) The peptide sequence is WEALKYLWNLLQYWGQELK. The MHC is DRB1_0405 with pseudo-sequence DRB1_0405. The binding affinity (normalized) is 0.292.